From a dataset of Forward reaction prediction with 1.9M reactions from USPTO patents (1976-2016). Predict the product of the given reaction. Given the reactants C([O:3][C:4](=[O:26])[CH2:5][CH2:6][CH2:7][P:8]([O:18][CH2:19][C:20]1[CH:25]=[CH:24][CH:23]=[CH:22][CH:21]=1)([O:10][CH2:11][C:12]1[CH:17]=[CH:16][CH:15]=[CH:14][CH:13]=1)=[O:9])C.O.[OH-].[Li+], predict the reaction product. The product is: [CH2:19]([O:18][P:8]([CH2:7][CH2:6][CH2:5][C:4]([OH:26])=[O:3])([O:10][CH2:11][C:12]1[CH:17]=[CH:16][CH:15]=[CH:14][CH:13]=1)=[O:9])[C:20]1[CH:25]=[CH:24][CH:23]=[CH:22][CH:21]=1.